Task: Predict the product of the given reaction.. Dataset: Forward reaction prediction with 1.9M reactions from USPTO patents (1976-2016) (1) Given the reactants Br[C:2]1[C:7]([CH3:8])=[CH:6][CH:5]=[CH:4][C:3]=1[C:9]([N:11]1[CH2:15][CH2:14][CH2:13][CH2:12]1)=[O:10].COC1C=CC(C[NH:23][C:24]2[C:33]([N:34]3[CH2:39][CH2:38][O:37][CH2:36][C@H:35]3[CH3:40])=[CH:32][C:31]3[C:26](=[CH:27][CH:28]=[C:29](B4OC(C)(C)C(C)(C)O4)[CH:30]=3)[N:25]=2)=CC=1.P([O-])([O-])([O-])=O.[K+].[K+].[K+].C(O)(C(F)(F)F)=O, predict the reaction product. The product is: [NH2:23][C:24]1[C:33]([N:34]2[CH2:39][CH2:38][O:37][CH2:36][C@H:35]2[CH3:40])=[CH:32][C:31]2[C:26](=[CH:27][CH:28]=[C:29]([C:2]3[C:7]([CH3:8])=[CH:6][CH:5]=[CH:4][C:3]=3[C:9]([N:11]3[CH2:15][CH2:14][CH2:13][CH2:12]3)=[O:10])[CH:30]=2)[N:25]=1. (2) Given the reactants [C:1]1(=[O:8])[CH2:6][CH2:5][CH2:4][C:3](=[O:7])[CH2:2]1.C(=O)([O-])[O-].[Na+].[Na+].[F:15][C:16]([F:29])([F:28])[S:17](O[S:17]([C:16]([F:29])([F:28])[F:15])(=[O:19])=[O:18])(=[O:19])=[O:18], predict the reaction product. The product is: [F:15][C:16]([F:29])([F:28])[S:17]([O:7][C:3]1[CH2:4][CH2:5][CH2:6][C:1](=[O:8])[CH:2]=1)(=[O:19])=[O:18]. (3) Given the reactants [C:1]([C:3]1[C:8]([OH:9])=[C:7]([OH:10])[CH:6]=[C:5]([C:11]#[N:12])[C:4]=1[S:13][C:14]1[CH:23]=[CH:22][CH:21]=[CH:20][C:15]=1[C:16]([O:18]C)=[O:17])#[N:2].[OH-].[Na+], predict the reaction product. The product is: [C:1]([C:3]1[C:8]([OH:9])=[C:7]([OH:10])[CH:6]=[C:5]([C:11]#[N:12])[C:4]=1[S:13][C:14]1[CH:23]=[CH:22][CH:21]=[CH:20][C:15]=1[C:16]([OH:18])=[O:17])#[N:2]. (4) Given the reactants [O:1]=[C:2]1[N:8]2[CH2:9][C@@H:4]([CH2:5][CH2:6][C@H:7]2[C:10]([NH:12][NH:13][C:14]([CH:16]2[CH2:21][CH2:20][N:19](C(OC(C)(C)C)=O)[CH2:18][CH2:17]2)=[O:15])=[O:11])[N:3]1[O:29][S:30]([OH:33])(=[O:32])=[O:31].[NH+]1C=CC=CC=1.FC(F)(F)C(O)=O, predict the reaction product. The product is: [O:1]=[C:2]1[N:8]2[CH2:9][C@@H:4]([CH2:5][CH2:6][C@H:7]2[C:10]([NH:12][NH:13][C:14]([CH:16]2[CH2:17][CH2:18][NH:19][CH2:20][CH2:21]2)=[O:15])=[O:11])[N:3]1[O:29][S:30]([OH:33])(=[O:32])=[O:31]. (5) Given the reactants [SH:1][C:2]1[CH:7]=[CH:6][C:5]([OH:8])=[CH:4][C:3]=1[CH3:9].[C:10]([O:14][C:15](=[O:18])[CH2:16]Br)([CH3:13])([CH3:12])[CH3:11].C(N(C(C)C)C(C)C)C.Cl.CCOC(C)=O, predict the reaction product. The product is: [C:10]([O:14][C:15](=[O:18])[CH2:16][S:1][C:2]1[CH:7]=[CH:6][C:5]([OH:8])=[CH:4][C:3]=1[CH3:9])([CH3:13])([CH3:12])[CH3:11]. (6) Given the reactants [CH2:1]([O:8][C@H:9]1[C@H:15]([CH2:16][O:17][CH2:18][C:19]2[CH:24]=[CH:23][CH:22]=[CH:21][CH:20]=2)[O:14][CH:11]([O:12][CH3:13])[C@@H:10]1OS(C(F)(F)F)(=O)=O)[C:2]1[CH:7]=[CH:6][CH:5]=[CH:4][CH:3]=1.[C:33]([O-:36])(=[S:35])[CH3:34].[K+], predict the reaction product. The product is: [C:33]([S:35][C@H:10]1[C@@H:9]([O:8][CH2:1][C:2]2[CH:3]=[CH:4][CH:5]=[CH:6][CH:7]=2)[C@H:15]([CH2:16][O:17][CH2:18][C:19]2[CH:24]=[CH:23][CH:22]=[CH:21][CH:20]=2)[O:14][CH:11]1[O:12][CH3:13])(=[O:36])[CH3:34]. (7) Given the reactants C(OP([CH2:9][C:10]([O:12][CH2:13][CH3:14])=[O:11])(OCC)=O)C.[H-].[Na+].[N:17]1([S:27]([C:30]2[CH:31]=[C:32]([N:36]3[C:45](=[O:46])[C:44]4[C:43]([CH:47]=O)=[CH:42][CH:41]=[CH:40][C:39]=4[NH:38][C:37]3=[O:49])[CH:33]=[CH:34][CH:35]=2)(=[O:29])=[O:28])[C:26]2[C:21](=[CH:22][CH:23]=[CH:24][CH:25]=2)[CH2:20][CH2:19][CH2:18]1.Cl, predict the reaction product. The product is: [N:17]1([S:27]([C:30]2[CH:31]=[C:32]([N:36]3[C:45](=[O:46])[C:44]4[C:39](=[CH:40][CH:41]=[CH:42][C:43]=4[CH:47]=[CH:9][C:10]([O:12][CH2:13][CH3:14])=[O:11])[NH:38][C:37]3=[O:49])[CH:33]=[CH:34][CH:35]=2)(=[O:29])=[O:28])[C:26]2[C:21](=[CH:22][CH:23]=[CH:24][CH:25]=2)[CH2:20][CH2:19][CH2:18]1. (8) Given the reactants [CH:1]1([N:6]2[C:10]3=[N:11][CH:12]=[CH:13][CH:14]=[C:9]3[N:8]=[C:7]2[C:15]([O:17]CC)=O)[CH2:5][CH2:4][CH2:3][CH2:2]1.[CH:20]1([NH2:23])[CH2:22][CH2:21]1, predict the reaction product. The product is: [CH:1]1([N:6]2[C:10]3=[N:11][CH:12]=[CH:13][CH:14]=[C:9]3[N:8]=[C:7]2[C:15]([NH:23][CH:20]2[CH2:22][CH2:21]2)=[O:17])[CH2:2][CH2:3][CH2:4][CH2:5]1.